Dataset: Forward reaction prediction with 1.9M reactions from USPTO patents (1976-2016). Task: Predict the product of the given reaction. (1) Given the reactants OC[N:3]1[C:7]2[N:8]=[CH:9][N:10]=[C:11]([O:12][C:13]3[CH:14]=[C:15]([NH:19][C:20](=[O:23])[CH:21]=[CH2:22])[CH:16]=[CH:17][CH:18]=3)[C:6]=2[C:5]([C:24]2[CH:25]=[N:26][CH:27]=[CH:28][CH:29]=2)=[CH:4]1.C([O-])(O)=O.[Na+], predict the reaction product. The product is: [N:26]1[CH:27]=[CH:28][CH:29]=[C:24]([C:5]2[C:6]3[C:11]([O:12][C:13]4[CH:14]=[C:15]([NH:19][C:20](=[O:23])[CH:21]=[CH2:22])[CH:16]=[CH:17][CH:18]=4)=[N:10][CH:9]=[N:8][C:7]=3[NH:3][CH:4]=2)[CH:25]=1. (2) Given the reactants [H-].[Na+].[OH:3][CH2:4][C:5]1[CH:6]=[CH:7][C:8]([O:13][C:14]2[CH:15]=[N:16][C:17]([C:20]([F:23])([F:22])[F:21])=[CH:18][CH:19]=2)=[C:9]([CH:12]=1)[C:10]#[N:11].Cl[C:25]1[CH:26]=[C:27]2[N:34]([CH3:35])[CH2:33][CH2:32][N:28]2[C:29](=[O:31])[N:30]=1, predict the reaction product. The product is: [CH3:35][N:34]1[C:27]2[N:28]([C:29](=[O:31])[N:30]=[C:25]([O:3][CH2:4][C:5]3[CH:6]=[CH:7][C:8]([O:13][C:14]4[CH:15]=[N:16][C:17]([C:20]([F:23])([F:21])[F:22])=[CH:18][CH:19]=4)=[C:9]([CH:12]=3)[C:10]#[N:11])[CH:26]=2)[CH2:32][CH2:33]1. (3) Given the reactants [Br:1][C:2]1[CH:3]=[CH:4][C:5]([NH:11][CH2:12][CH2:13][CH3:14])=[C:6]([CH:10]=1)[C:7]([OH:9])=O.CCN=C=NCCCN(C)C.C1C=CC2N(O)N=NC=2C=1.CCN(C(C)C)C(C)C.[CH3:45][C:46]([NH2:50])([C:48]#[CH:49])[CH3:47], predict the reaction product. The product is: [Br:1][C:2]1[CH:3]=[CH:4][C:5]([NH:11][CH2:12][CH2:13][CH3:14])=[C:6]([CH:10]=1)[C:7]([NH:50][C:46]([CH3:47])([C:48]#[CH:49])[CH3:45])=[O:9]. (4) Given the reactants [Cl:1][C:2]1[CH:7]=[C:6]([C:8]([NH2:10])=O)[CH:5]=[C:4]([CH3:11])[N:3]=1.N1C=CC=CC=1.FC(F)(F)C(OC(=O)C(F)(F)F)=O, predict the reaction product. The product is: [Cl:1][C:2]1[CH:7]=[C:6]([C:8]#[N:10])[CH:5]=[C:4]([CH3:11])[N:3]=1.